From a dataset of CYP3A4 inhibition data for predicting drug metabolism from PubChem BioAssay. Regression/Classification. Given a drug SMILES string, predict its absorption, distribution, metabolism, or excretion properties. Task type varies by dataset: regression for continuous measurements (e.g., permeability, clearance, half-life) or binary classification for categorical outcomes (e.g., BBB penetration, CYP inhibition). Dataset: cyp3a4_veith. (1) The compound is O=c1c(-c2nnc(SCc3ccc(Cl)cc3Cl)o2)cccn1Cc1ccccc1. The result is 1 (inhibitor). (2) The drug is COc1ccc(C(=O)N2CCC3(CCN(Cc4ccccc4)CC3)CC2)cc1. The result is 0 (non-inhibitor). (3) The compound is OCCN(CCO)c1ncnc2nc[nH]c12. The result is 0 (non-inhibitor). (4) The molecule is C=CCNC(=O)c1ccccc1Cl. The result is 0 (non-inhibitor). (5) The compound is CCCCN(C(=O)Nc1ccc(OCC)cc1)C1CCN(C(C)=O)CC1. The result is 0 (non-inhibitor). (6) The drug is O[C@H](c1cc(C(F)(F)F)nc2c(C(F)(F)F)cccc12)[C@H]1CCCCN1. The result is 0 (non-inhibitor). (7) The compound is O=c1[nH]c2ccccc2c2ccccc12. The result is 0 (non-inhibitor).